From a dataset of Catalyst prediction with 721,799 reactions and 888 catalyst types from USPTO. Predict which catalyst facilitates the given reaction. (1) Reactant: [OH:1][CH2:2][CH2:3][CH:4]1[S:8][C:7]([C:9]2[NH:10][C:11]3[C:16]([CH:17]=2)=[CH:15][CH:14]=[CH:13][C:12]=3[N:18]([CH3:27])[S:19]([C:22]2[S:23][CH:24]=[CH:25][CH:26]=2)(=[O:21])=[O:20])=[N:6][CH2:5]1.C(N(CC)CC)C.[CH3:35][S:36]([Cl:39])(=[O:38])=[O:37].O. Product: [CH3:35][S:36]([O:1][CH2:2][CH2:3][CH:4]1[S:8][C:7]([C:9]2[NH:10][C:11]3[C:16]([CH:17]=2)=[CH:15][CH:14]=[CH:13][C:12]=3[N:18]([CH3:27])[S:19]([C:22]2[S:23][CH:24]=[CH:25][CH:26]=2)(=[O:21])=[O:20])=[N:6][CH2:5]1)(=[O:38])=[O:37].[Cl:39][CH2:2][CH2:3][CH:4]1[S:8][C:7]([C:9]2[NH:10][C:11]3[C:16]([CH:17]=2)=[CH:15][CH:14]=[CH:13][C:12]=3[N:18]([CH3:27])[S:19]([C:22]2[S:23][CH:24]=[CH:25][CH:26]=2)(=[O:21])=[O:20])=[N:6][CH2:5]1. The catalyst class is: 7. (2) Reactant: [F:1][CH:2]([F:40])[C:3]1[N:7]([C:8]2[N:13]=[C:12]([N:14]3[CH2:19][CH2:18][O:17][CH2:16][CH2:15]3)[N:11]=[C:10]([NH:20][C@H:21]3[CH2:26][CH2:25][C@H:24]([NH:27][C:28]([C@@H:30]4[CH2:35][CH2:34][CH2:33][NH:32][CH2:31]4)=[O:29])[CH2:23][CH2:22]3)[CH:9]=2)[C:6]2[CH:36]=[CH:37][CH:38]=[CH:39][C:5]=2[N:4]=1.C=O.[C:43](O[BH-](OC(=O)C)OC(=O)C)(=O)C.[Na+].C(=O)(O)[O-].[Na+].[Cl:62]CCl. Product: [ClH:62].[F:40][CH:2]([F:1])[C:3]1[N:7]([C:8]2[N:13]=[C:12]([N:14]3[CH2:19][CH2:18][O:17][CH2:16][CH2:15]3)[N:11]=[C:10]([NH:20][C@H:21]3[CH2:22][CH2:23][C@H:24]([NH:27][C:28]([C@@H:30]4[CH2:35][CH2:34][CH2:33][N:32]([CH3:43])[CH2:31]4)=[O:29])[CH2:25][CH2:26]3)[CH:9]=2)[C:6]2[CH:36]=[CH:37][CH:38]=[CH:39][C:5]=2[N:4]=1. The catalyst class is: 6. (3) Reactant: [Cl:1][C:2]1[CH:7]=[C:6]2[CH2:8][O:9][C:10]3[CH:37]=[C:36]4[C:13]([CH:14]=[CH:15][C:16]5[N:20]=[C:19]([C@@H:21]6[CH2:25][C@H:24]([O:26][CH2:27][CH3:28])[CH2:23][N:22]6[C:29](OC(C)(C)C)=[O:30])[NH:18][C:17]=54)=[CH:12][C:11]=3[C:5]2=[CH:4][CH:3]=1.Cl.[CH3:39][O:40][C:41]([NH:43][C@@H:44]([CH:48]([CH3:50])[CH3:49])C(O)=O)=[O:42].CN(C(ON1N=NC2C=CC=NC1=2)=[N+](C)C)C.F[P-](F)(F)(F)(F)F.CCN(C(C)C)C(C)C. Product: [CH3:39][O:40][C:41](=[O:42])[NH:43][C@@H:44]([CH:48]([CH3:50])[CH3:49])[C:29]([N:22]1[CH2:23][C@@H:24]([O:26][CH2:27][CH3:28])[CH2:25][C@H:21]1[C:19]1[NH:18][C:17]2[C:36]3[C:13]([CH:14]=[CH:15][C:16]=2[N:20]=1)=[CH:12][C:11]1[C:5]2[C:6]([CH2:8][O:9][C:10]=1[CH:37]=3)=[CH:7][C:2]([Cl:1])=[CH:3][CH:4]=2)=[O:30]. The catalyst class is: 61.